From a dataset of Reaction yield outcomes from USPTO patents with 853,638 reactions. Predict the reaction yield, written as a fraction of the theoretical maximum amount of product (1.0 means a 100% yield; for example, 0.34 means a 34% yield). (1) The reactants are C([O:8][C:9]1[C:14]2[N:15]=[C:16]([CH3:19])[N:17]([CH3:18])[C:13]=2[CH:12]=[C:11]([N:20]([CH3:24])[C:21](=[O:23])[CH3:22])[CH:10]=1)C1C=CC=CC=1.[I-].O.C(=O)(O)[O-].[Na+]. The catalyst is ClCCl. The product is [CH3:16][N:17]([CH2:18][C:10]1[C:11]([N:20]([CH3:24])[C:21](=[O:23])[CH3:22])=[CH:12][C:13]2[N:17]([CH3:18])[C:16]([CH3:19])=[N:15][C:14]=2[C:9]=1[OH:8])[CH3:13]. The yield is 0.410. (2) The reactants are C(O[CH:4](OCC)[CH2:5][O:6][C:7]1[CH:12]=[CH:11][C:10]([C:13]2([C:16]([OH:18])=[O:17])[CH2:15][CH2:14]2)=[CH:9][CH:8]=1)C. The catalyst is C1(C)C(C)=CC=CC=1. The product is [O:6]1[C:7]2[CH:12]=[CH:11][C:10]([C:13]3([C:16]([OH:18])=[O:17])[CH2:15][CH2:14]3)=[CH:9][C:8]=2[CH:4]=[CH:5]1. The yield is 0.0500.